From a dataset of Full USPTO retrosynthesis dataset with 1.9M reactions from patents (1976-2016). Predict the reactants needed to synthesize the given product. Given the product [OH:20][NH:22][C:16]([C:14]1[CH:13]=[CH:12][C:10]2[CH2:11][N:5]([CH2:4][CH2:3][O:2][CH3:1])[CH2:6][CH2:7][O:8][C:9]=2[CH:15]=1)=[O:18], predict the reactants needed to synthesize it. The reactants are: [CH3:1][O:2][CH2:3][CH2:4][N:5]1[CH2:11][C:10]2[CH:12]=[CH:13][C:14]([C:16]([O:18]C)=O)=[CH:15][C:9]=2[O:8][CH2:7][CH2:6]1.[OH-:20].[Na+].[NH2:22]O.Cl.